This data is from NCI-60 drug combinations with 297,098 pairs across 59 cell lines. The task is: Regression. Given two drug SMILES strings and cell line genomic features, predict the synergy score measuring deviation from expected non-interaction effect. (1) Drug 1: CC1=C(C(=CC=C1)Cl)NC(=O)C2=CN=C(S2)NC3=CC(=NC(=N3)C)N4CCN(CC4)CCO. Drug 2: CS(=O)(=O)CCNCC1=CC=C(O1)C2=CC3=C(C=C2)N=CN=C3NC4=CC(=C(C=C4)OCC5=CC(=CC=C5)F)Cl. Cell line: COLO 205. Synergy scores: CSS=0.630, Synergy_ZIP=-0.311, Synergy_Bliss=0.812, Synergy_Loewe=-1.60, Synergy_HSA=-0.258. (2) Drug 1: CCC1(CC2CC(C3=C(CCN(C2)C1)C4=CC=CC=C4N3)(C5=C(C=C6C(=C5)C78CCN9C7C(C=CC9)(C(C(C8N6C)(C(=O)OC)O)OC(=O)C)CC)OC)C(=O)OC)O.OS(=O)(=O)O. Drug 2: CC=C1C(=O)NC(C(=O)OC2CC(=O)NC(C(=O)NC(CSSCCC=C2)C(=O)N1)C(C)C)C(C)C. Cell line: UACC-257. Synergy scores: CSS=21.4, Synergy_ZIP=-0.926, Synergy_Bliss=-0.830, Synergy_Loewe=-28.0, Synergy_HSA=-0.151. (3) Drug 1: CC1=CC=C(C=C1)C2=CC(=NN2C3=CC=C(C=C3)S(=O)(=O)N)C(F)(F)F. Drug 2: CN1C(=O)N2C=NC(=C2N=N1)C(=O)N. Cell line: ACHN. Synergy scores: CSS=0.630, Synergy_ZIP=0.0937, Synergy_Bliss=0.204, Synergy_Loewe=-1.19, Synergy_HSA=-0.791. (4) Drug 2: B(C(CC(C)C)NC(=O)C(CC1=CC=CC=C1)NC(=O)C2=NC=CN=C2)(O)O. Synergy scores: CSS=18.3, Synergy_ZIP=-5.23, Synergy_Bliss=1.16, Synergy_Loewe=-0.904, Synergy_HSA=1.30. Drug 1: CN(C)N=NC1=C(NC=N1)C(=O)N. Cell line: NCI-H460. (5) Drug 1: CN(C)C1=NC(=NC(=N1)N(C)C)N(C)C. Drug 2: C1CN(P(=O)(OC1)NCCCl)CCCl. Cell line: CCRF-CEM. Synergy scores: CSS=-5.70, Synergy_ZIP=0.650, Synergy_Bliss=-7.16, Synergy_Loewe=-9.33, Synergy_HSA=-9.96. (6) Drug 1: C1=CN(C=N1)CC(O)(P(=O)(O)O)P(=O)(O)O. Drug 2: C1CC(=O)NC(=O)C1N2C(=O)C3=CC=CC=C3C2=O. Cell line: HT29. Synergy scores: CSS=0.684, Synergy_ZIP=1.80, Synergy_Bliss=1.83, Synergy_Loewe=-0.644, Synergy_HSA=-0.460.